From a dataset of Full USPTO retrosynthesis dataset with 1.9M reactions from patents (1976-2016). Predict the reactants needed to synthesize the given product. (1) Given the product [N:1]1([CH2:6][CH2:7][N:8]2[C:16]3[C:11](=[CH:12][C:13]([NH:17][C:37]([C:31]4[S:30][C:29]([C:26]5[CH:27]=[CH:28][C:23]([Cl:22])=[CH:24][CH:25]=5)=[N:33][C:32]=4[CH2:34][CH2:35][OH:36])=[O:38])=[CH:14][CH:15]=3)[CH:10]=[CH:9]2)[CH2:5][CH2:4][CH2:3][CH2:2]1, predict the reactants needed to synthesize it. The reactants are: [N:1]1([CH2:6][CH2:7][N:8]2[C:16]3[C:11](=[CH:12][C:13]([NH2:17])=[CH:14][CH:15]=3)[CH:10]=[CH:9]2)[CH2:5][CH2:4][CH2:3][CH2:2]1.C[Al](C)C.[Cl:22][C:23]1[CH:28]=[CH:27][C:26]([C:29]2[S:30][C:31]3[C:37](=[O:38])[O:36][CH2:35][CH2:34][C:32]=3[N:33]=2)=[CH:25][CH:24]=1. (2) Given the product [NH3:17].[CH2:1]([O:8][C:9]1[CH:10]=[CH:11][C:12]([C@@H:20]([OH:21])[CH2:22][NH:36][CH:29]2[CH2:30][C:31]3[C:27](=[CH:26][C:25]([CH2:23][CH3:24])=[C:33]([CH2:34][CH3:35])[CH:32]=3)[CH2:28]2)=[C:13]2[C:18]=1[NH:17][C:16](=[O:19])[CH:15]=[CH:14]2)[C:2]1[CH:7]=[CH:6][CH:5]=[CH:4][CH:3]=1, predict the reactants needed to synthesize it. The reactants are: [CH2:1]([O:8][C:9]1[CH:10]=[CH:11][C:12]([C@@H:20]2[CH2:22][O:21]2)=[C:13]2[C:18]=1[NH:17][C:16](=[O:19])[CH:15]=[CH:14]2)[C:2]1[CH:7]=[CH:6][CH:5]=[CH:4][CH:3]=1.[CH2:23]([C:25]1[CH:26]=[C:27]2[C:31](=[CH:32][C:33]=1[CH2:34][CH3:35])[CH2:30][CH:29]([NH2:36])[CH2:28]2)[CH3:24].C1(C)C=CC=CC=1.